Dataset: Tox21: 12 toxicity assays (nuclear receptors and stress response pathways). Task: Binary classification across 12 toxicity assays. The molecule is C[C@H]1[C@H](c2ccc(Cl)cc2)SC(=O)N1C(=O)NC1CCCCC1. It tested positive (active) for: SR-ARE (Antioxidant Response Element (oxidative stress)).